Dataset: Catalyst prediction with 721,799 reactions and 888 catalyst types from USPTO. Task: Predict which catalyst facilitates the given reaction. (1) Reactant: [CH3:1][NH:2][C:3](=[O:19])[C:4]1[CH:9]=[CH:8][CH:7]=[C:6](B2OC(C)(C)C(C)(C)O2)[CH:5]=1.[CH2:20]([O:27][C@@H:28]1[CH:37]([O:38][C:39]2[CH:44]=[CH:43][C:42](I)=[CH:41][CH:40]=2)[O:36][C@H:35]2[C@@H:30]([O:31][CH:32]([C:46]3[CH:51]=[CH:50][CH:49]=[CH:48][CH:47]=3)[O:33][CH2:34]2)[C@@H:29]1[F:52])[C:21]1[CH:26]=[CH:25][CH:24]=[CH:23][CH:22]=1.C([O-])([O-])=O.[Cs+].[Cs+]. Product: [CH2:20]([O:27][C@@H:28]1[C@@H:37]([O:38][C:39]2[CH:44]=[CH:43][C:42]([C:6]3[CH:7]=[CH:8][CH:9]=[C:4]([C:3]([NH:2][CH3:1])=[O:19])[CH:5]=3)=[CH:41][CH:40]=2)[O:36][C@H:35]2[C@@H:30]([O:31][CH:32]([C:46]3[CH:51]=[CH:50][CH:49]=[CH:48][CH:47]=3)[O:33][CH2:34]2)[C@@H:29]1[F:52])[C:21]1[CH:26]=[CH:25][CH:24]=[CH:23][CH:22]=1. The catalyst class is: 19. (2) The catalyst class is: 5. Product: [F:34][C:30]1[CH:29]=[C:28]([N:15]([CH2:14][CH:9]([OH:8])[C:10]([F:11])([F:12])[F:13])[C:16](=[O:27])[C:17]2[CH:22]=[CH:21][CH:20]=[C:19]([C:23]([F:26])([F:25])[F:24])[CH:18]=2)[CH:33]=[CH:32][CH:31]=1. Reactant: FC(F)(F)C1C=C(C=CC=1)C([O:8][CH:9]([CH2:14][N:15]([C:28]1[CH:33]=[CH:32][CH:31]=[C:30]([F:34])[CH:29]=1)[C:16](=[O:27])[C:17]1[CH:22]=[CH:21][CH:20]=[C:19]([C:23]([F:26])([F:25])[F:24])[CH:18]=1)[C:10]([F:13])([F:12])[F:11])=O.N. (3) Reactant: [CH2:1]([O:8][C:9](=[O:22])[NH:10][C:11]1[CH:20]=[CH:19][C:18]2[C:17](=[O:21])[CH2:16][CH2:15][CH2:14][C:13]=2[CH:12]=1)[C:2]1C=CC=CC=1.C[Si]([NH-])(C)C.[Li+].[C:29](OC[C@@H]1OC1)(=[O:33])CCC. Product: [OH:33][CH2:29][C@@H:1]1[O:8][C:9](=[O:22])[N:10]([C:11]2[CH:20]=[CH:19][C:18]3[C:17](=[O:21])[CH2:16][CH2:15][CH2:14][C:13]=3[CH:12]=2)[CH2:2]1. The catalyst class is: 1. (4) Product: [C:1]([C:4]1[C:5](=[O:15])[O:6][C:7]2[C:12]([CH:13]=1)=[CH:11][CH:10]=[C:9]([O:14][CH2:16][CH2:17][OH:18])[CH:8]=2)(=[O:3])[CH3:2]. Reactant: [C:1]([C:4]1[C:5](=[O:15])[O:6][C:7]2[C:12]([CH:13]=1)=[CH:11][CH:10]=[C:9]([OH:14])[CH:8]=2)(=[O:3])[CH3:2].[CH2:16](O)[CH2:17][OH:18].C1(P(C2C=CC=CC=2)C2C=CC=CC=2)C=CC=CC=1.C(N(CC)CC)C.N(C(OC(C)C)=O)=NC(OC(C)C)=O. The catalyst class is: 1. (5) Reactant: [CH2:1]([N:8]1[CH2:13][CH2:12][N:11]([C:14]2[CH:15]=[CH:16][C:17]3[O:21][C:20]([C:22]4[CH:27]=[CH:26][C:25]([S:28]([CH3:31])(=[O:30])=[O:29])=[CH:24][C:23]=4[F:32])=[N:19][C:18]=3[CH:33]=2)[CH2:10][CH2:9]1)C1C=CC=CC=1.C(Cl)Cl.[OH2:37]. Product: [F:32][C:23]1[CH:24]=[C:25]([S:28]([CH3:31])(=[O:29])=[O:30])[CH:26]=[CH:27][C:22]=1[C:20]1[O:21][C:17]2[CH:16]=[CH:15][C:14]([N:11]3[CH2:12][CH2:13][N:8]([C:1]([O:21][CH:17]([CH3:18])[CH3:16])=[O:37])[CH2:9][CH2:10]3)=[CH:33][C:18]=2[N:19]=1. The catalyst class is: 2. (6) Reactant: [Br:1][C:2]1[CH:7]=[CH:6][C:5]([C:8]2[NH:9][C:10]([CH3:14])=[C:11]([CH3:13])[N:12]=2)=[CH:4][CH:3]=1.C([O-])([O-])=O.[K+].[K+].CS(O[CH2:26][CH:27]1[CH2:31][CH2:30][N:29]([C:32]([O:34][C:35]([CH3:38])([CH3:37])[CH3:36])=[O:33])[CH2:28]1)(=O)=O.O. Product: [Br:1][C:2]1[CH:3]=[CH:4][C:5]([C:8]2[N:12]([CH2:26][CH:27]3[CH2:31][CH2:30][N:29]([C:32]([O:34][C:35]([CH3:36])([CH3:38])[CH3:37])=[O:33])[CH2:28]3)[C:11]([CH3:13])=[C:10]([CH3:14])[N:9]=2)=[CH:6][CH:7]=1. The catalyst class is: 726. (7) Reactant: [CH:1]1([C:4]2[C:12]([N:13]([CH2:18][CH2:19][OH:20])[S:14]([CH3:17])(=[O:16])=[O:15])=[CH:11][C:10]3[C:6](=[C:7]([C:28]([NH:30][CH3:31])=[O:29])[N:8]([C:21]4[CH:26]=[CH:25][C:24]([CH3:27])=[CH:23][N:22]=4)[N:9]=3)[CH:5]=2)[CH2:3][CH2:2]1.CC(OI1(OC(C)=O)(OC(C)=O)OC(=O)C2C=CC=CC1=2)=O. Product: [CH:1]1([C:4]2[C:12]([N:13]([S:14]([CH3:17])(=[O:15])=[O:16])[CH2:18][CH:19]=[O:20])=[CH:11][C:10]3[C:6](=[C:7]([C:28]([NH:30][CH3:31])=[O:29])[N:8]([C:21]4[CH:26]=[CH:25][C:24]([CH3:27])=[CH:23][N:22]=4)[N:9]=3)[CH:5]=2)[CH2:3][CH2:2]1. The catalyst class is: 2.